Predict the product of the given reaction. From a dataset of Forward reaction prediction with 1.9M reactions from USPTO patents (1976-2016). (1) Given the reactants [NH2:1][C:2]1[CH:9]=[C:8](F)[C:5]([C:6]#[N:7])=[CH:4][N:3]=1.[CH3:11][N:12]1[CH2:17][CH2:16][CH:15]([OH:18])[CH2:14][CH2:13]1, predict the reaction product. The product is: [NH2:1][C:2]1[CH:9]=[C:8]([O:18][CH:15]2[CH2:16][CH2:17][N:12]([CH3:11])[CH2:13][CH2:14]2)[C:5]([C:6]#[N:7])=[CH:4][N:3]=1. (2) Given the reactants [Br:1][C:2]1[CH:15]=[CH:14][C:5]([CH2:6][C@H:7]2[C@@H:12]([OH:13])[CH:11]=[CH:10]S[CH2:8]2)=[CH:4][CH:3]=1.O.O[O:18][S:19]([O-:21])=O.[K+].CC([O-])=O.[Na+], predict the reaction product. The product is: [Br:1][C:2]1[CH:3]=[CH:4][C:5]([CH2:6][C@H:7]2[C@@H:12]([OH:13])[CH:11]=[CH:10][S:19](=[O:21])(=[O:18])[CH2:8]2)=[CH:14][CH:15]=1. (3) Given the reactants C(OC([N:8]1[C:17]2[C:12](=[CH:13][C:14]([C:18]3[CH:23]=[CH:22][CH:21]=[CH:20][C:19]=3[O:24][CH3:25])=[CH:15][CH:16]=2)[C:11]([CH:26]([O:28][CH2:29]/[CH:30]=[CH:31]/[CH3:32])[CH3:27])=[CH:10][C:9]1([CH3:34])[CH3:33])=O)(C)(C)C.FC(F)(F)C(O)=O, predict the reaction product. The product is: [CH2:29]([O:28][CH:26]([C:11]1[C:12]2[C:17](=[CH:16][CH:15]=[C:14]([C:18]3[CH:23]=[CH:22][CH:21]=[CH:20][C:19]=3[O:24][CH3:25])[CH:13]=2)[NH:8][C:9]([CH3:34])([CH3:33])[CH:10]=1)[CH3:27])/[CH:30]=[CH:31]/[CH3:32].